From a dataset of Forward reaction prediction with 1.9M reactions from USPTO patents (1976-2016). Predict the product of the given reaction. (1) Given the reactants [CH3:1][O:2][C:3](=[O:34])[C@@H:4]([NH:14][C:15]([C:17]1[S:18][C:19]([C:23](=[O:33])[NH:24][CH2:25][C:26]2[CH:31]=[CH:30][CH:29]=[C:28]([OH:32])[CH:27]=2)=[CH:20][C:21]=1[Cl:22])=[O:16])[CH2:5][NH:6]C(OC(C)(C)C)=O.[C:35]([OH:41])([C:37]([F:40])([F:39])[F:38])=[O:36], predict the reaction product. The product is: [F:38][C:37]([F:40])([F:39])[C:35]([OH:41])=[O:36].[CH3:1][O:2][C:3](=[O:34])[C@@H:4]([NH:14][C:15]([C:17]1[S:18][C:19]([C:23](=[O:33])[NH:24][CH2:25][C:26]2[CH:31]=[CH:30][CH:29]=[C:28]([OH:32])[CH:27]=2)=[CH:20][C:21]=1[Cl:22])=[O:16])[CH2:5][NH2:6]. (2) Given the reactants [Cr:1]([O-:5])([O-:4])(=[O:3])=[O:2].[NH4+:6].[Na+], predict the reaction product. The product is: [Cr:1]([O:5][Cr:1]([O-:4])(=[O:3])=[O:2])([O-:4])(=[O:3])=[O:2].[NH4+:6].[NH4+:6]. (3) Given the reactants [C:1]([O:5][C:6]([N:8]1[CH2:13][CH2:12][CH:11]([C:14](=[O:24])[CH2:15][C:16]2[C:21]([Br:22])=[CH:20][N:19]=[C:18]([Cl:23])[CH:17]=2)[CH2:10][CH2:9]1)=[O:7])([CH3:4])([CH3:3])[CH3:2].[CH3:25][Mg]Br.[NH4+].[Cl-], predict the reaction product. The product is: [C:1]([O:5][C:6]([N:8]1[CH2:9][CH2:10][CH:11]([C:14]([OH:24])([CH3:25])[CH2:15][C:16]2[C:21]([Br:22])=[CH:20][N:19]=[C:18]([Cl:23])[CH:17]=2)[CH2:12][CH2:13]1)=[O:7])([CH3:4])([CH3:2])[CH3:3]. (4) Given the reactants [Cl:1][C:2]1[CH:7]=[CH:6][C:5]([C:8]#[CH:9])=[CH:4][CH:3]=1.C([Li])CCC.CON(C)[C:18]([CH:20]1[CH2:25][CH2:24][N:23]([C:26]([O:28][C:29]([CH3:32])([CH3:31])[CH3:30])=[O:27])[CH2:22][CH2:21]1)=[O:19], predict the reaction product. The product is: [Cl:1][C:2]1[CH:7]=[CH:6][C:5]([C:8]#[C:9][C:18]([CH:20]2[CH2:25][CH2:24][N:23]([C:26]([O:28][C:29]([CH3:32])([CH3:31])[CH3:30])=[O:27])[CH2:22][CH2:21]2)=[O:19])=[CH:4][CH:3]=1. (5) Given the reactants C(O[C:4]([C:6]1[C:7]([OH:23])=[C:8]2[CH:14]=[CH:13][N:12]([CH2:15][C:16]3[CH:21]=[CH:20][CH:19]=[CH:18][C:17]=3[F:22])[C:9]2=[CH:10][N:11]=1)=[O:5])C.[NH2:24][CH2:25][C:26]([OH:28])=[O:27].C[O-].[Na+].CO, predict the reaction product. The product is: [F:22][C:17]1[CH:18]=[CH:19][CH:20]=[CH:21][C:16]=1[CH2:15][N:12]1[C:9]2=[CH:10][N:11]=[C:6]([C:4]([NH:24][CH2:25][C:26]([OH:28])=[O:27])=[O:5])[C:7]([OH:23])=[C:8]2[CH:14]=[CH:13]1. (6) Given the reactants [NH2:1][C:2]1[C:3]2[C:13](=[O:14])[N:12]([C:15]3[CH:20]=[CH:19][C:18]([C:21]4([C:25]([O:27]CC5C=CC=CC=5)=[O:26])[CH2:24][CH2:23][CH2:22]4)=[CH:17][CH:16]=3)[CH2:11][CH2:10][C:4]=2[N:5]=[C:6]([O:8][CH3:9])[N:7]=1.[OH-].[K+], predict the reaction product. The product is: [NH2:1][C:2]1[C:3]2[C:13](=[O:14])[N:12]([C:15]3[CH:20]=[CH:19][C:18]([C:21]4([C:25]([OH:27])=[O:26])[CH2:24][CH2:23][CH2:22]4)=[CH:17][CH:16]=3)[CH2:11][CH2:10][C:4]=2[N:5]=[C:6]([O:8][CH3:9])[N:7]=1. (7) Given the reactants [CH2:1]([O:3][C:4](=[O:19])[CH:5]([OH:18])[C:6]1[N:10]=[C:9]([CH3:11])[N:8]([C:12]2[CH:17]=[CH:16][CH:15]=[CH:14][CH:13]=2)[N:7]=1)[CH3:2].[CH2:20](I)[CH3:21], predict the reaction product. The product is: [CH2:1]([O:3][C:4](=[O:19])[CH:5]([O:18][CH2:20][CH3:21])[C:6]1[N:10]=[C:9]([CH3:11])[N:8]([C:12]2[CH:17]=[CH:16][CH:15]=[CH:14][CH:13]=2)[N:7]=1)[CH3:2]. (8) Given the reactants [B:1]([C:4]1[CH:5]=[C:6]([CH:23]=[CH:24][CH:25]=1)[CH2:7][O:8][C:9]([C:11]1[CH:12]=[C:13]([B:20]([OH:22])[OH:21])[CH:14]=[C:15]([N+:17]([O-])=O)[CH:16]=1)=[O:10])([OH:3])[OH:2], predict the reaction product. The product is: [B:1]([C:4]1[CH:5]=[C:6]([CH:23]=[CH:24][CH:25]=1)[CH2:7][O:8][C:9]([C:11]1[CH:12]=[C:13]([B:20]([OH:21])[OH:22])[CH:14]=[C:15]([NH2:17])[CH:16]=1)=[O:10])([OH:2])[OH:3]. (9) Given the reactants Cl[C:2]1[CH:11]=[CH:10][C:5]([C:6]([O:8][CH3:9])=[O:7])=[CH:4][C:3]=1[N+:12]([O-:14])=[O:13].[CH2:15]([NH2:17])[CH3:16], predict the reaction product. The product is: [CH3:9][O:8][C:6](=[O:7])[C:5]1[CH:10]=[CH:11][C:2]([NH:17][CH2:15][CH3:16])=[C:3]([N+:12]([O-:14])=[O:13])[CH:4]=1.